Dataset: Reaction yield outcomes from USPTO patents with 853,638 reactions. Task: Predict the reaction yield, written as a fraction of the theoretical maximum amount of product (1.0 means a 100% yield; for example, 0.34 means a 34% yield). (1) The reactants are O1CCCC1.C([O:8][C:9](=[O:40])[CH:10]([NH:33][C:34]([O:36][CH2:37][CH:38]=[CH2:39])=[O:35])[CH2:11][C:12]1[O:16][N:15]=[C:14]([CH:17]2[CH2:21][CH2:20][CH2:19][N:18]2[S:22]([C:25]2[CH:30]=[C:29]([Cl:31])[CH:28]=[C:27]([Cl:32])[CH:26]=2)(=[O:24])=[O:23])[CH:13]=1)C.[OH-].[Li+].Cl. The catalyst is CO. The product is [CH2:37]([O:36][C:34]([NH:33][CH:10]([CH2:11][C:12]1[O:16][N:15]=[C:14]([CH:17]2[CH2:21][CH2:20][CH2:19][N:18]2[S:22]([C:25]2[CH:30]=[C:29]([Cl:31])[CH:28]=[C:27]([Cl:32])[CH:26]=2)(=[O:23])=[O:24])[CH:13]=1)[C:9]([OH:40])=[O:8])=[O:35])[CH:38]=[CH2:39]. The yield is 0.910. (2) The reactants are [F:1][C:2]1[CH:3]=[C:4]([C:9](=[O:16])[CH2:10][C:11]([O:13][CH2:14][CH3:15])=[O:12])[CH:5]=[CH:6][C:7]=1[F:8].[H-].[Na+].[F:19][C:20]([F:30])([F:29])[C:21]1[CH:28]=[CH:27][C:24]([CH2:25]Br)=[CH:23][CH:22]=1.O. The catalyst is COCCOC. The product is [F:1][C:2]1[CH:3]=[C:4]([C:9](=[O:16])[CH:10]([CH2:25][C:24]2[CH:23]=[CH:22][C:21]([C:20]([F:19])([F:29])[F:30])=[CH:28][CH:27]=2)[C:11]([O:13][CH2:14][CH3:15])=[O:12])[CH:5]=[CH:6][C:7]=1[F:8]. The yield is 0.710. (3) The reactants are [C:1]([C:5]1[CH:6]=[C:7]([C:16]2[CH:17]=[C:18]([C:26]3[CH:31]=[CH:30][C:29]([C:32]([O:34][CH2:35][CH3:36])=[O:33])=[CH:28][CH:27]=3)[CH:19]=[CH:20][C:21]=2[CH2:22][CH2:23]CO)[CH:8]=[CH:9][C:10]=1[N:11]([CH2:14][CH3:15])[CH2:12][CH3:13])([CH3:4])([CH3:3])[CH3:2].C(P(CCCCCCCC)CCCCCCCC)CCCCCCC.[C:62]([Br:66])(Br)(Br)Br.O. The catalyst is C(OCC)C. The product is [Br:66][CH2:62][CH2:23][CH2:22][C:21]1[CH:20]=[CH:19][C:18]([C:26]2[CH:27]=[CH:28][C:29]([C:32]([O:34][CH2:35][CH3:36])=[O:33])=[CH:30][CH:31]=2)=[CH:17][C:16]=1[C:7]1[CH:8]=[CH:9][C:10]([N:11]([CH2:12][CH3:13])[CH2:14][CH3:15])=[C:5]([C:1]([CH3:4])([CH3:3])[CH3:2])[CH:6]=1. The yield is 0.830. (4) The reactants are Cl.[F:2][C:3]1([F:15])[CH2:7][NH:6][C@H:5]([CH2:8][CH2:9][CH2:10][CH2:11][C:12]([OH:14])=[O:13])[CH2:4]1.[Br:16][C:17]1[CH:22]=[C:21]([F:23])[CH:20]=[CH:19][C:18]=1[C@H:24]1[C:29]([C:30]([O:32][CH2:33][CH3:34])=[O:31])=[C:28]([CH2:35]Br)[NH:27][C:26]([C:37]2[S:38][CH:39]=[CH:40][N:41]=2)=[N:25]1.C([O-])([O-])=O.[K+].[K+]. The catalyst is C(O)C. The product is [Br:16][C:17]1[CH:22]=[C:21]([F:23])[CH:20]=[CH:19][C:18]=1[C@@H:24]1[N:25]=[C:26]([C:37]2[S:38][CH:39]=[CH:40][N:41]=2)[NH:27][C:28]([CH2:35][N:6]2[CH2:7][C:3]([F:2])([F:15])[CH2:4][C@H:5]2[CH2:8][CH2:9][CH2:10][CH2:11][C:12]([OH:14])=[O:13])=[C:29]1[C:30]([O:32][CH2:33][CH3:34])=[O:31]. The yield is 0.390. (5) The reactants are [CH2:1]([N:8]1[CH2:16][C:15]2[C:10](=[CH:11][CH:12]=[C:13]([C:17](OC)=[O:18])[CH:14]=2)[CH2:9]1)[C:2]1[CH:7]=[CH:6][CH:5]=[CH:4][CH:3]=1.[H-].[Al+3].[Li+].[H-].[H-].[H-]. The catalyst is O1CCCC1. The product is [CH2:1]([N:8]1[CH2:16][C:15]2[C:10](=[CH:11][CH:12]=[C:13]([CH2:17][OH:18])[CH:14]=2)[CH2:9]1)[C:2]1[CH:3]=[CH:4][CH:5]=[CH:6][CH:7]=1. The yield is 0.990. (6) The reactants are [OH:1][CH2:2][C:3]1([CH2:32][OH:33])[CH2:6][C:5]([CH2:29][C:30]#[N:31])([N:7]2[CH:11]=[C:10]([C:12]3[C:13]4[CH:20]=[CH:19][N:18]([CH2:21][O:22][CH2:23][CH2:24][Si:25]([CH3:28])([CH3:27])[CH3:26])[C:14]=4[N:15]=[CH:16][N:17]=3)[CH:9]=[N:8]2)[CH2:4]1.C(N(CC)CC)C.[CH3:41][S:42](Cl)(=[O:44])=[O:43]. The catalyst is ClCCl. The product is [CH3:41][S:42]([O:33][CH2:32][C:3]1([CH2:2][O:1][S:42]([CH3:41])(=[O:44])=[O:43])[CH2:4][C:5]([CH2:29][C:30]#[N:31])([N:7]2[CH:11]=[C:10]([C:12]3[C:13]4[CH:20]=[CH:19][N:18]([CH2:21][O:22][CH2:23][CH2:24][Si:25]([CH3:27])([CH3:28])[CH3:26])[C:14]=4[N:15]=[CH:16][N:17]=3)[CH:9]=[N:8]2)[CH2:6]1)(=[O:44])=[O:43]. The yield is 0.750. (7) The product is [Cl:1][C:2]([C:6]([F:9])([F:8])[F:7])=[CH:3][CH2:4][OH:5]. The reactants are [Cl:1][C:2]([C:6]([F:9])([F:8])[F:7])=[CH:3][CH:4]=[O:5].[BH4-].[Na+]. The catalyst is C1COCC1. The yield is 1.00. (8) The reactants are CO[C:3](=[O:39])[C:4]1[CH:9]=[C:8]([C:10]2[CH:11]=[C:12]3[C:18]([C:19]4[CH:24]=[CH:23][CH:22]=[CH:21][C:20]=4[O:25][CH3:26])=[CH:17][N:16](S(C4C=CC(C)=CC=4)(=O)=O)[C:13]3=[N:14][CH:15]=2)[CH:7]=[C:6]([F:37])[C:5]=1[OH:38].[CH3:40][NH:41][CH3:42]. The catalyst is C1COCC1. The product is [F:37][C:6]1[C:5]([OH:38])=[C:4]([CH:9]=[C:8]([C:10]2[CH:11]=[C:12]3[C:18]([C:19]4[CH:24]=[CH:23][CH:22]=[CH:21][C:20]=4[O:25][CH3:26])=[CH:17][NH:16][C:13]3=[N:14][CH:15]=2)[CH:7]=1)[C:3]([N:41]([CH3:42])[CH3:40])=[O:39]. The yield is 0.370. (9) The reactants are [F:1][C:2]1[CH:7]=[CH:6][C:5]([S:8]([N:11]2[C:15]([C:16]3[CH:21]=[CH:20][CH:19]=[CH:18][CH:17]=3)=[CH:14][C:13]([CH2:22][OH:23])=[CH:12]2)(=[O:10])=[O:9])=[CH:4][CH:3]=1.C[N+]1([O-])CCOCC1. The catalyst is [Ru]([O-])(=O)(=O)=O.C([N+](CCC)(CCC)CCC)CC. The product is [F:1][C:2]1[CH:3]=[CH:4][C:5]([S:8]([N:11]2[C:15]([C:16]3[CH:21]=[CH:20][CH:19]=[CH:18][CH:17]=3)=[CH:14][C:13]([CH:22]=[O:23])=[CH:12]2)(=[O:9])=[O:10])=[CH:6][CH:7]=1. The yield is 0.800. (10) The reactants are Br[C:2]1[CH:10]=[CH:9][CH:8]=[C:7]([Cl:11])[C:3]=1[C:4]([O-:6])=[O:5].[CH3:12][C:13]1(C)C(C)(C)OB(C=C)O1.[C:23]([O-])([O-])=O.[K+].[K+].O1CCOCC1. The catalyst is CCOC(C)=O.C1C=CC([P]([Pd]([P](C2C=CC=CC=2)(C2C=CC=CC=2)C2C=CC=CC=2)([P](C2C=CC=CC=2)(C2C=CC=CC=2)C2C=CC=CC=2)[P](C2C=CC=CC=2)(C2C=CC=CC=2)C2C=CC=CC=2)(C2C=CC=CC=2)C2C=CC=CC=2)=CC=1.O. The product is [Cl:11][C:7]1[CH:8]=[CH:9][CH:10]=[C:2]([CH:12]=[CH2:13])[C:3]=1[C:4]([O:6][CH3:23])=[O:5]. The yield is 0.510.